This data is from TCR-epitope binding with 47,182 pairs between 192 epitopes and 23,139 TCRs. The task is: Binary Classification. Given a T-cell receptor sequence (or CDR3 region) and an epitope sequence, predict whether binding occurs between them. (1) The epitope is AYILFTRFFYV. The TCR CDR3 sequence is CASSPNEGDTEAFF. Result: 1 (the TCR binds to the epitope). (2) The epitope is LQPFPQPELPYPQPQ. The TCR CDR3 sequence is CASSSWRSDRPYEQYF. Result: 0 (the TCR does not bind to the epitope). (3) The epitope is KLWAQCVQL. The TCR CDR3 sequence is CASSLVSSAEAFF. Result: 1 (the TCR binds to the epitope). (4) The epitope is RLFRKSNLK. The TCR CDR3 sequence is CASSEGTSGANVLTF. Result: 0 (the TCR does not bind to the epitope). (5) The TCR CDR3 sequence is CASSQDGEFPGNEQFF. The epitope is IPSINVHHY. Result: 0 (the TCR does not bind to the epitope). (6) The epitope is KLSYGIATV. The TCR CDR3 sequence is CASSLLAGDVVDTQYF. Result: 1 (the TCR binds to the epitope).